This data is from Catalyst prediction with 721,799 reactions and 888 catalyst types from USPTO. The task is: Predict which catalyst facilitates the given reaction. (1) Reactant: Cl[C:2]1[C:11]2[C:6](=[CH:7][C:8]([C:14]3[C:15]([CH3:20])=[N:16][O:17][C:18]=3[CH3:19])=[C:9]([O:12][CH3:13])[CH:10]=2)[N:5]=[CH:4][C:3]=1[N+:21]([O-:23])=[O:22].[N:24]1[CH:29]=[CH:28][CH:27]=[CH:26][C:25]=1[C@H:30]([NH2:32])[CH3:31]. Product: [CH3:20][C:15]1[C:14]([C:8]2[CH:7]=[C:6]3[C:11]([C:2]([NH:32][C@@H:30]([C:25]4[CH:26]=[CH:27][CH:28]=[CH:29][N:24]=4)[CH3:31])=[C:3]([N+:21]([O-:23])=[O:22])[CH:4]=[N:5]3)=[CH:10][C:9]=2[O:12][CH3:13])=[C:18]([CH3:19])[O:17][N:16]=1. The catalyst class is: 12. (2) Reactant: [Mg].Br[C:3]1[CH:8]=[CH:7][C:6]([O:9][CH3:10])=[CH:5][CH:4]=1.[Cl:11][C:12]1[CH:13]=[C:14]2[C:18](=[CH:19][CH:20]=1)[NH:17][C:16](=[O:21])[C:15]2=[O:22]. Product: [Cl:11][C:12]1[CH:13]=[C:14]2[C:18](=[CH:19][CH:20]=1)[NH:17][C:16](=[O:21])[C:15]2([OH:22])[C:3]1[CH:8]=[CH:7][C:6]([O:9][CH3:10])=[CH:5][CH:4]=1. The catalyst class is: 1. (3) Reactant: [OH:1][C:2]1[CH:3]=[CH:4][CH:5]=[C:6]2[C:11]=1[N:10]=[C:9]([C:12]([OH:14])=[O:13])[CH:8]=[CH:7]2.C1C=CC(P(C2C=CC=CC=2)C2C=CC=CC=2)=CC=1.[CH2:34](O)[C:35]1[CH:40]=[CH:39][CH:38]=[CH:37][CH:36]=1.N(C(OCC)=O)=NC(OCC)=O. Product: [CH2:34]([O:13][C:12]([C:9]1[CH:8]=[CH:7][C:6]2[C:11](=[C:2]([OH:1])[CH:3]=[CH:4][CH:5]=2)[N:10]=1)=[O:14])[C:35]1[CH:40]=[CH:39][CH:38]=[CH:37][CH:36]=1. The catalyst class is: 1. (4) Reactant: [NH:1]1[C:9]2[C:4](=[CH:5][CH:6]=[CH:7][CH:8]=2)[CH:3]=[C:2]1[C:10]([NH2:12])=O.P(Cl)(Cl)(Cl)=O.C(Cl)(Cl)Cl. Product: [NH:1]1[C:9]2[C:4](=[CH:5][CH:6]=[CH:7][CH:8]=2)[CH:3]=[C:2]1[C:10]#[N:12]. The catalyst class is: 6. (5) Reactant: Cl[C:2]1[N:7]=[C:6]([Cl:8])[CH:5]=[C:4]([O:9][CH3:10])[N:3]=1.[NH:11]1[CH2:16][CH2:15][CH:14]([NH:17][C:18](=[O:24])[O:19][C:20]([CH3:23])([CH3:22])[CH3:21])[CH2:13][CH2:12]1.C([O-])([O-])=O.[K+].[K+]. Product: [Cl:8][C:6]1[CH:5]=[C:4]([O:9][CH3:10])[N:3]=[C:2]([N:11]2[CH2:12][CH2:13][CH:14]([NH:17][C:18](=[O:24])[O:19][C:20]([CH3:22])([CH3:21])[CH3:23])[CH2:15][CH2:16]2)[N:7]=1. The catalyst class is: 3. (6) Reactant: Cl.[CH:2]12[N:8]([C:9]3[CH:15]=[CH:14][C:12]([NH2:13])=[C:11]([C:16]([F:19])([F:18])[F:17])[CH:10]=3)[CH:5]([CH2:6][CH2:7]1)[CH2:4][CH2:3]2.[N+](C1C=CC(N2C3CCC2CC3)=CC=1C(F)(F)F)([O-])=O.CC1CCCO1. Product: [CH:5]12[N:8]([C:9]3[CH:15]=[CH:14][C:12]([NH2:13])=[C:11]([C:16]([F:19])([F:17])[F:18])[CH:10]=3)[CH:2]([CH2:3][CH2:4]1)[CH2:7][CH2:6]2. The catalyst class is: 45. (7) Reactant: [N:1]1[N:2]([C:6]2[CH:11]=[CH:10][CH:9]=[CH:8][C:7]=2[C:12]([N:14]2[CH2:19][C@H:18]([OH:20])[CH2:17][CH2:16][C@H:15]2[CH3:21])=[O:13])[N:3]=[CH:4][CH:5]=1.[H-].[Na+].Cl[C:25]1[CH:30]=[C:29]([C:31]([OH:34])([CH3:33])[CH3:32])[CH:28]=[CH:27][N:26]=1. Product: [CH3:21][C@H:15]1[N:14]([C:12]([C:7]2[CH:8]=[CH:9][CH:10]=[CH:11][C:6]=2[N:2]2[N:3]=[CH:4][CH:5]=[N:1]2)=[O:13])[CH2:19][C@H:18]([O:20][C:25]2[CH:30]=[C:29]([C:31]([OH:34])([CH3:33])[CH3:32])[CH:28]=[CH:27][N:26]=2)[CH2:17][CH2:16]1. The catalyst class is: 3. (8) Reactant: [C:1]1([C:7]2[CH:16]=[CH:15][C:14]3[N:13]=[CH:12][C:11]4[N:17]=[CH:18][N:19]([C:20]5[CH:25]=[CH:24][CH:23]=[CH:22][C:21]=5[CH2:26][C:27]#[N:28])[C:10]=4[C:9]=3[CH:8]=2)[CH:6]=[CH:5][CH:4]=[CH:3][CH:2]=1.Cl.[NH2:30][OH:31].C(=O)([O-])[O-].[Na+].[Na+]. Product: [OH:31][NH:30][C:27](=[NH:28])[CH2:26][C:21]1[CH:22]=[CH:23][CH:24]=[CH:25][C:20]=1[N:19]1[C:10]2[C:9]3[CH:8]=[C:7]([C:1]4[CH:6]=[CH:5][CH:4]=[CH:3][CH:2]=4)[CH:16]=[CH:15][C:14]=3[N:13]=[CH:12][C:11]=2[N:17]=[CH:18]1. The catalyst class is: 18.